From a dataset of Full USPTO retrosynthesis dataset with 1.9M reactions from patents (1976-2016). Predict the reactants needed to synthesize the given product. (1) Given the product [Cl:1][C:2]1[CH:3]=[C:4]([CH2:19][N:20]2[C:24]([CH3:25])=[CH:23][C:22]([NH:58][C:61](=[O:36])[O:51][CH2:50][CH2:49][Si:48]([CH3:54])([CH3:52])[CH3:46])=[N:21]2)[C:5]2[O:9][C:8]([C:10]3[CH:11]=[CH:12][C:13]([C:16]#[N:17])=[CH:14][CH:15]=3)=[CH:7][C:6]=2[CH:18]=1, predict the reactants needed to synthesize it. The reactants are: [Cl:1][C:2]1[CH:3]=[C:4]([CH2:19][N:20]2[C:24]([CH3:25])=[CH:23][C:22](C(O)=O)=[N:21]2)[C:5]2[O:9][C:8]([C:10]3[CH:15]=[CH:14][C:13]([C:16]#[N:17])=[CH:12][CH:11]=3)=[CH:7][C:6]=2[CH:18]=1.C1(P(N=[N+]=[N-])(C2C=CC=CC=2)=[O:36])C=CC=CC=1.[CH2:46]([Si:48]([CH2:54]C)([CH2:52]C)[CH2:49][CH2:50][OH:51])C.C([N:58]([CH2:61]C)CC)C. (2) Given the product [C:10]1([C@@H:16]([NH:18][C:6]([C:2]2[NH:1][CH:5]=[CH:4][CH:3]=2)=[O:8])[CH3:17])[CH:15]=[CH:14][CH:13]=[CH:12][CH:11]=1, predict the reactants needed to synthesize it. The reactants are: [NH:1]1[CH:5]=[CH:4][CH:3]=[C:2]1[C:6]([O:8]C)=O.[C:10]1([C@@H:16]([NH2:18])[CH3:17])[CH:15]=[CH:14][CH:13]=[CH:12][CH:11]=1. (3) Given the product [Cl-:25].[C:19]1([C:12]2([C:10]([O:9][C@@H:3]3[CH:4]4[CH2:7][CH2:8][N+:1]([CH2:26][C:27](=[O:28])[NH:29][C:30]5[CH:35]=[CH:34][N:33]=[CH:32][N:31]=5)([CH2:6][CH2:5]4)[CH2:2]3)=[O:11])[CH2:18][CH2:17][CH2:16][CH2:15][CH2:14][CH2:13]2)[CH:20]=[CH:21][CH:22]=[CH:23][CH:24]=1, predict the reactants needed to synthesize it. The reactants are: [N:1]12[CH2:8][CH2:7][CH:4]([CH2:5][CH2:6]1)[C@@H:3]([O:9][C:10]([C:12]1([C:19]3[CH:24]=[CH:23][CH:22]=[CH:21][CH:20]=3)[CH2:18][CH2:17][CH2:16][CH2:15][CH2:14][CH2:13]1)=[O:11])[CH2:2]2.[Cl:25][CH2:26][C:27]([NH:29][C:30]1[CH:35]=[CH:34][N:33]=[CH:32][N:31]=1)=[O:28]. (4) Given the product [NH2:5][CH2:9][C:10]1[C:11](=[O:21])[NH:12][C:13]([CH:17]2[CH2:18][CH2:19][CH2:20]2)=[CH:14][C:15]=1[CH3:16].[ClH:22], predict the reactants needed to synthesize it. The reactants are: CC([N:5]([CH2:9][C:10]1[C:11](=[O:21])[NH:12][C:13]([CH:17]2[CH2:20][CH2:19][CH2:18]2)=[CH:14][C:15]=1[CH3:16])C(=O)[O-])(C)C.[ClH:22]. (5) Given the product [N:3]1[N:2]([C:6]2[CH:23]=[CH:22][CH:21]=[CH:20][C:7]=2[C:8]([N:10]2[C@H:15]([CH3:16])[CH2:14][CH2:13][C@@H:12]([C:17]3[O:19][C:28]([NH2:29])=[C:25]([C:26]#[N:27])[N:24]=3)[CH2:11]2)=[O:9])[N:1]=[CH:5][CH:4]=1, predict the reactants needed to synthesize it. The reactants are: [N:1]1[N:2]([C:6]2[CH:23]=[CH:22][CH:21]=[CH:20][C:7]=2[C:8]([N:10]2[C@H:15]([CH3:16])[CH2:14][CH2:13][C@@H:12]([C:17]([OH:19])=O)[CH2:11]2)=[O:9])[N:3]=[CH:4][CH:5]=1.[NH2:24][CH:25]([C:28]#[N:29])[C:26]#[N:27].CCN=C=NCCCN(C)C.O. (6) Given the product [F:33][C:34]([F:46])([F:47])[C:35]([C:38]1[CH:45]=[CH:44][C:41]([C:42]2[O:43][CH:2]=[N:1][C:3]=2[CH:4]2[CH2:5][CH2:6][N:7]([S:10]([C:13]3[CH:19]=[CH:18][C:16]([CH3:17])=[CH:15][CH:14]=3)(=[O:11])=[O:12])[CH2:8][CH2:9]2)=[CH:40][CH:39]=1)([OH:37])[CH3:36], predict the reactants needed to synthesize it. The reactants are: [N+:1]([CH:3](S(C1C=CC(C)=CC=1)(=O)=O)[CH:4]1[CH2:9][CH2:8][N:7]([S:10]([C:13]2[CH:19]=[CH:18][C:16]([CH3:17])=[CH:15][CH:14]=2)(=[O:12])=[O:11])[CH2:6][CH2:5]1)#[C-:2].C[O-].[Na+].[F:33][C:34]([F:47])([F:46])[C:35]([C:38]1[CH:45]=[CH:44][C:41]([CH:42]=[O:43])=[CH:40][CH:39]=1)([OH:37])[CH3:36]. (7) Given the product [CH2:1]([O:8][C:9]([N:11]([CH3:33])[N:12]1[C:34]([C:35]([Cl:37])=[O:36])=[C:20]([C:25]2[CH:30]=[CH:29][CH:28]=[CH:27][CH:26]=2)[C:19]2[C:14](=[CH:15][CH:16]=[C:17]([Cl:31])[CH:18]=2)[C:13]1=[O:32])=[O:10])[C:2]1[CH:7]=[CH:6][CH:5]=[CH:4][CH:3]=1, predict the reactants needed to synthesize it. The reactants are: [CH2:1]([O:8][C:9]([N:11]([CH3:33])[N:12]1C(C(O)=O)=[C:20]([C:25]2[CH:30]=[CH:29][CH:28]=[CH:27][CH:26]=2)[C:19]2[C:14](=[CH:15][CH:16]=[C:17]([Cl:31])[CH:18]=2)[C:13]1=[O:32])=[O:10])[C:2]1[CH:7]=[CH:6][CH:5]=[CH:4][CH:3]=1.[C:34](Cl)(=O)[C:35]([Cl:37])=[O:36].